From a dataset of Forward reaction prediction with 1.9M reactions from USPTO patents (1976-2016). Predict the product of the given reaction. (1) Given the reactants [OH-].[K+].[CH3:3][O:4][C:5]1[CH:12]=[CH:11][C:8]([CH:9]=[O:10])=[CH:7][CH:6]=1.[N+:13]([CH2:15][C:16]([N:18]1[CH2:22][CH2:21][CH2:20][CH2:19]1)=[O:17])#[C-:14], predict the reaction product. The product is: [CH3:3][O:4][C:5]1[CH:12]=[CH:11][C:8]([C@@H:9]2[O:10][CH:14]=[N:13][C@H:15]2[C:16]([N:18]2[CH2:22][CH2:21][CH2:20][CH2:19]2)=[O:17])=[CH:7][CH:6]=1. (2) Given the reactants [NH2:1][C:2]1[CH:3]=[C:4]([OH:12])[C:5](=[CH:10][CH:11]=1)[C:6]([O:8][CH3:9])=[O:7].[F:13][C:14]([F:27])([F:26])[O:15][C:16]1[CH:17]=[C:18]([S:22](Cl)(=[O:24])=[O:23])[CH:19]=[CH:20][CH:21]=1, predict the reaction product. The product is: [OH:12][C:4]1[CH:3]=[C:2]([NH:1][S:22]([C:18]2[CH:19]=[CH:20][CH:21]=[C:16]([O:15][C:14]([F:13])([F:26])[F:27])[CH:17]=2)(=[O:24])=[O:23])[CH:11]=[CH:10][C:5]=1[C:6]([O:8][CH3:9])=[O:7].